This data is from Reaction yield outcomes from USPTO patents with 853,638 reactions. The task is: Predict the reaction yield, written as a fraction of the theoretical maximum amount of product (1.0 means a 100% yield; for example, 0.34 means a 34% yield). (1) The reactants are [CH2:1]([C:5]1[N:6]=[C:7]([CH2:27][CH:28]2[CH2:30][CH2:29]2)[NH:8][C:9](=[O:26])[C:10]=1[CH2:11][C:12]1[CH:17]=[CH:16][C:15]([C:18]2[C:19]([C:24]#[N:25])=[CH:20][CH:21]=[CH:22][CH:23]=2)=[CH:14][CH:13]=1)[CH2:2][CH2:3][CH3:4].[O:31]1[C:35]2[CH:36]=[CH:37][C:38](B(O)O)=[CH:39][C:34]=2[CH2:33][CH2:32]1.N1C=CC=CC=1.C(N(CC)CC)C. The catalyst is C(OCC)(=O)C.C([O-])(=O)C.[Cu+2].C([O-])(=O)C.ClCCl. The product is [CH2:1]([C:5]1[N:6]=[C:7]([CH2:27][CH:28]2[CH2:29][CH2:30]2)[N:8]([C:38]2[CH:37]=[CH:36][C:35]3[O:31][CH2:32][CH2:33][C:34]=3[CH:39]=2)[C:9](=[O:26])[C:10]=1[CH2:11][C:12]1[CH:17]=[CH:16][C:15]([C:18]2[C:19]([C:24]#[N:25])=[CH:20][CH:21]=[CH:22][CH:23]=2)=[CH:14][CH:13]=1)[CH2:2][CH2:3][CH3:4]. The yield is 0.760. (2) The reactants are CS(C)=O.C(Cl)(=O)C(Cl)=O.[CH:11]([N:24]1[CH2:27][CH:26]([OH:28])[CH2:25]1)([C:18]1[CH:23]=[CH:22][CH:21]=[CH:20][CH:19]=1)[C:12]1[CH:17]=[CH:16][CH:15]=[CH:14][CH:13]=1.C(N(CC)CC)C. The catalyst is C(Cl)Cl. The yield is 1.05. The product is [CH:11]([N:24]1[CH2:27][C:26](=[O:28])[CH2:25]1)([C:18]1[CH:23]=[CH:22][CH:21]=[CH:20][CH:19]=1)[C:12]1[CH:13]=[CH:14][CH:15]=[CH:16][CH:17]=1. (3) The reactants are [NH2:1][C:2]1[C:7]([F:8])=[C:6]([CH:9]=[CH2:10])[N:5]=[C:4]([C:11]([O:13]C)=[O:12])[C:3]=1[O:15][CH3:16].O.[OH-].[Li+]. The catalyst is C1COCC1.CO.O. The product is [NH2:1][C:2]1[C:7]([F:8])=[C:6]([CH:9]=[CH2:10])[N:5]=[C:4]([C:11]([OH:13])=[O:12])[C:3]=1[O:15][CH3:16]. The yield is 0.602. (4) The yield is 0.980. The product is [C:1]([C:5]1[CH:6]=[C:7]([CH:12]=[CH:13][C:14]=1[O:15][S:19]([C:22]([F:25])([F:24])[F:23])(=[O:21])=[O:20])[C:8]([O:10][CH3:11])=[O:9])([CH3:4])([CH3:2])[CH3:3]. The reactants are [C:1]([C:5]1[CH:6]=[C:7]([CH:12]=[CH:13][C:14]=1[OH:15])[C:8]([O:10][CH3:11])=[O:9])([CH3:4])([CH3:3])[CH3:2].C(Cl)Cl.[S:19](O[S:19]([C:22]([F:25])([F:24])[F:23])(=[O:21])=[O:20])([C:22]([F:25])([F:24])[F:23])(=[O:21])=[O:20]. The catalyst is CN(C1C=CN=CC=1)C. (5) The reactants are [Cl:1][C:2]1[C:6]([Cl:7])=[C:5]([CH3:8])[NH:4][C:3]=1[C:9]([OH:11])=O.[NH2:12][CH:13]1[C:18]2([O:22][CH2:21][CH2:20][O:19]2)[CH2:17][N:16]([C:23]([O:25][CH3:26])=[O:24])[CH2:15][CH2:14]1.C1C=CC2N(O)N=NC=2C=1.CN1CCOCC1.C(Cl)CCl. The yield is 0.660. The product is [Cl:1][C:2]1[C:6]([Cl:7])=[C:5]([CH3:8])[NH:4][C:3]=1[C:9]([NH:12][CH:13]1[C:18]2([O:22][CH2:21][CH2:20][O:19]2)[CH2:17][N:16]([C:23]([O:25][CH3:26])=[O:24])[CH2:15][CH2:14]1)=[O:11]. The catalyst is C(Cl)Cl. (6) The reactants are [CH:1]1([NH:7][C:8]2[C:13]([C:14](OCC)=[O:15])=[CH:12][N:11]=[C:10]3[N:19]([S:22]([C:25]4[CH:31]=[CH:30][C:28]([CH3:29])=[CH:27][CH:26]=4)(=[O:24])=[O:23])[CH:20]=[CH:21][C:9]=23)[CH2:6][CH2:5][CH2:4][CH2:3][CH2:2]1.CC(C[AlH]CC(C)C)C. The catalyst is C1(C)C=CC=CC=1. The product is [CH:1]1([NH:7][C:8]2[C:13]([CH2:14][OH:15])=[CH:12][N:11]=[C:10]3[N:19]([S:22]([C:25]4[CH:26]=[CH:27][C:28]([CH3:29])=[CH:30][CH:31]=4)(=[O:24])=[O:23])[CH:20]=[CH:21][C:9]=23)[CH2:2][CH2:3][CH2:4][CH2:5][CH2:6]1. The yield is 0.800. (7) The reactants are [Cl:1][C:2]1[O:6][C:5]([CH2:7][C:8]2[CH:15]=[CH:14][C:11]([CH:12]=O)=[CH:10][CH:9]=2)=[CH:4][CH:3]=1.[N+:16]([CH3:19])([O-:18])=[O:17].C([O-])(=O)C.[NH4+].[BH4-].[Na+]. The catalyst is O.C(O)(=O)C. The product is [Cl:1][C:2]1[O:6][C:5]([CH2:7][C:8]2[CH:15]=[CH:14][C:11]([CH2:12][CH2:19][N+:16]([O-:18])=[O:17])=[CH:10][CH:9]=2)=[CH:4][CH:3]=1. The yield is 0.620.